From a dataset of Peptide-MHC class II binding affinity with 134,281 pairs from IEDB. Regression. Given a peptide amino acid sequence and an MHC pseudo amino acid sequence, predict their binding affinity value. This is MHC class II binding data. (1) The peptide sequence is WGRRLMIGTAAAVVLPGLVG. The MHC is DRB1_0301 with pseudo-sequence DRB1_0301. The binding affinity (normalized) is 0. (2) The peptide sequence is DFHPGAGKTRRFLPQ. The MHC is HLA-DQA10501-DQB10302 with pseudo-sequence YNYHQRXFATVLHSLYFGLTYYAVRTETVHLETT. The binding affinity (normalized) is 0.251. (3) The peptide sequence is KRWIILGLNKIVRMYSPTSI. The MHC is DRB4_0101 with pseudo-sequence DRB4_0103. The binding affinity (normalized) is 0.758.